This data is from Peptide-MHC class II binding affinity with 134,281 pairs from IEDB. The task is: Regression. Given a peptide amino acid sequence and an MHC pseudo amino acid sequence, predict their binding affinity value. This is MHC class II binding data. (1) The peptide sequence is GLRTLWSPRERLVLT. The MHC is DRB1_0901 with pseudo-sequence DRB1_0901. The binding affinity (normalized) is 0.666. (2) The peptide sequence is GELQIQDKIDAAFKI. The MHC is DRB3_0202 with pseudo-sequence DRB3_0202. The binding affinity (normalized) is 0.168. (3) The peptide sequence is MRKLAILSVSSFLFV. The MHC is DRB1_0405 with pseudo-sequence DRB1_0405. The binding affinity (normalized) is 0.330.